From a dataset of Full USPTO retrosynthesis dataset with 1.9M reactions from patents (1976-2016). Predict the reactants needed to synthesize the given product. (1) Given the product [F:1][C:2]([F:8])([F:7])[S:3]([O:6][CH2:11][C:10]([F:14])([F:13])[F:9])(=[O:5])=[O:4], predict the reactants needed to synthesize it. The reactants are: [F:1][C:2]([F:8])([F:7])[S:3]([O-:6])(=[O:5])=[O:4].[F:9][C:10]([F:14])([F:13])[CH2:11]O. (2) The reactants are: [Br:1][C:2]1[CH:3]=[C:4]2[C:9](=[C:10]([N+:12]([O-])=O)[CH:11]=1)[N:8]([C:15]([O:17]C)=O)[CH2:7][CH2:6][CH2:5]2.C(OCC)(=O)C. Given the product [Br:1][C:2]1[CH:3]=[C:4]2[C:9]3=[C:10]([NH:12][C:15](=[O:17])[N:8]3[CH2:7][CH2:6][CH2:5]2)[CH:11]=1, predict the reactants needed to synthesize it. (3) Given the product [CH:1]1([CH:6]([C:10]2[CH:14]=[CH:13][S:12][CH:11]=2)[C:7]([NH:45][C:42]2[CH:43]=[C:44]3[C:39](=[CH:40][CH:41]=2)[NH:38][N:37]=[C:36]3[C:33]2[CH:34]=[CH:35][C:30]([O:29][CH:26]3[CH2:27][CH2:28][N:23]([CH3:22])[CH2:24][CH2:25]3)=[CH:31][CH:32]=2)=[O:9])[CH2:2][CH2:3][CH2:4][CH2:5]1.[C:17]([OH:19])([C:16]([F:21])([F:20])[F:15])=[O:18], predict the reactants needed to synthesize it. The reactants are: [CH:1]1([CH:6]([C:10]2[CH:14]=[CH:13][S:12][CH:11]=2)[C:7]([OH:9])=O)[CH2:5][CH2:4][CH2:3][CH2:2]1.[F:15][C:16]([F:21])([F:20])[C:17]([OH:19])=[O:18].[CH3:22][N:23]1[CH2:28][CH2:27][CH:26]([O:29][C:30]2[CH:35]=[CH:34][C:33]([C:36]3[C:44]4[C:39](=[CH:40][CH:41]=[C:42]([NH2:45])[CH:43]=4)[NH:38][N:37]=3)=[CH:32][CH:31]=2)[CH2:25][CH2:24]1.CCN(C(C)C)C(C)C.CN(C(ON1N=NC2C=CC=CC1=2)=[N+](C)C)C.[B-](F)(F)(F)F. (4) Given the product [CH2:1]([C:12]1[CH2:11][CH:10]=[C:9]([C:5]([CH3:8])([CH3:7])[CH3:6])[CH:13]=1)[CH3:2], predict the reactants needed to synthesize it. The reactants are: [CH2:1]([Mg]Br)[CH3:2].[C:5]([C:9]1[CH2:13][CH2:12][C:11](=O)[CH:10]=1)([CH3:8])([CH3:7])[CH3:6].Cl. (5) Given the product [CH2:1]([O:3][C:4]1[CH:5]=[C:6]([NH2:11])[C:7]([NH2:8])=[CH:9][CH:10]=1)[CH3:2], predict the reactants needed to synthesize it. The reactants are: [CH2:1]([O:3][C:4]1[CH:10]=[CH:9][C:7]([NH2:8])=[C:6]([N+:11]([O-])=O)[CH:5]=1)[CH3:2]. (6) Given the product [CH2:1]([C:3]1([CH:8]([CH3:24])[CH2:9][CH2:10][CH2:11][CH:12]=[O:13])[O:4][CH2:5][CH2:6][O:7]1)[CH3:2], predict the reactants needed to synthesize it. The reactants are: [CH2:1]([C:3]1([CH2:8][CH2:9][CH2:10][CH2:11][C:12](N(OC)C)=[O:13])[O:7][CH2:6][CH2:5][O:4]1)[CH3:2].[H-].[H-].[H-].[H-].[Li+].[Al+3].[CH2:24]1COCC1. (7) Given the product [CH2:1]([N:4]([CH2:17][C:18]([OH:20])=[O:19])[NH:5][C:6](=[O:16])[NH:7][C@@H:8]([C:10]1[CH:15]=[CH:14][CH:13]=[CH:12][CH:11]=1)[CH3:9])[CH:2]=[CH2:3], predict the reactants needed to synthesize it. The reactants are: [CH2:1]([N:4]([CH2:17][C:18]([O:20]CC)=[O:19])[NH:5][C:6](=[O:16])[NH:7][C@@H:8]([C:10]1[CH:15]=[CH:14][CH:13]=[CH:12][CH:11]=1)[CH3:9])[CH:2]=[CH2:3].O.[OH-].[Li+].